Dataset: Reaction yield outcomes from USPTO patents with 853,638 reactions. Task: Predict the reaction yield, written as a fraction of the theoretical maximum amount of product (1.0 means a 100% yield; for example, 0.34 means a 34% yield). (1) The reactants are [CH2:1]([O:3][P:4]([NH:9][C@H:10]1[C@H:15]([CH3:16])[CH2:14][CH2:13][N:12](C(OCC2C=CC=CC=2)=O)[CH2:11]1)([O:6][CH2:7][CH3:8])=[O:5])[CH3:2].[H][H]. The catalyst is CO.[Pd]. The product is [CH3:16][C@@H:15]1[CH2:14][CH2:13][NH:12][CH2:11][C@H:10]1[NH:9][P:4](=[O:5])([O:6][CH2:7][CH3:8])[O:3][CH2:1][CH3:2]. The yield is 1.00. (2) The reactants are Br[C:2]1[C:3]([CH3:12])=[N:4][C:5]([O:10]C)=[C:6]([CH2:8][CH3:9])[CH:7]=1.C(=O)([O-])[O-].[K+].[K+].[NH:19]1[CH:23]=[N:22][CH:21]=[N:20]1. The product is [CH2:8]([C:6]1[C:5](=[O:10])[NH:4][C:3]([CH3:12])=[C:2]([N:19]2[CH:23]=[N:22][CH:21]=[N:20]2)[CH:7]=1)[CH3:9]. The yield is 0.190. The catalyst is [Cu](I)I. (3) The reactants are [CH3:1][O:2][C:3]1[CH:20]=[CH:19][C:6]2[NH:7][C:8]([CH2:13][C:14]([O:16]CC)=O)=[N:9][S:10](=[O:12])(=[O:11])[C:5]=2[CH:4]=1.[CH3:21][CH:22]([CH3:37])[CH2:23][CH2:24][N:25]1[C:30]2[N:31]=[CH:32][CH:33]=[CH:34][C:29]=2[C:28](=O)[O:27]C1=O.[H-].[Na+].C(O)(=O)C. The catalyst is C1COCC1. The product is [OH:27][C:28]1[C:29]2[C:30](=[N:31][CH:32]=[CH:33][CH:34]=2)[N:25]([CH2:24][CH2:23][CH:22]([CH3:37])[CH3:21])[C:14](=[O:16])[C:13]=1[C:8]1[NH:7][C:6]2[CH:19]=[CH:20][C:3]([O:2][CH3:1])=[CH:4][C:5]=2[S:10](=[O:11])(=[O:12])[N:9]=1. The yield is 0.800. (4) The product is [F:25][C:23]([F:24])([F:26])[C:21]1[O:20][N:19]=[C:18]([C:14]2[CH:13]=[C:12]([CH:17]=[CH:16][CH:15]=2)[NH2:9])[N:22]=1. The reactants are S(S([O-])=O)([O-])=O.[Na+].[Na+].[N+:9]([C:12]1[CH:13]=[C:14]([C:18]2[N:22]=[C:21]([C:23]([F:26])([F:25])[F:24])[O:20][N:19]=2)[CH:15]=[CH:16][CH:17]=1)([O-])=O. The catalyst is [Br-].C([N+](CCCC)(CCCC)CCCC)CCC.C1COCC1.O. The yield is 0.570. (5) The reactants are [F:1][C:2]1[CH:7]=[CH:6][CH:5]=[C:4]([F:8])[C:3]=1[N:9]1[C:14]2[N:15]=[C:16](S(C)(=O)=O)[N:17]=[C:18]([C:19]3[CH:24]=[CH:23][C:22]([F:25])=[CH:21][C:20]=3[CH3:26])[C:13]=2[CH:12]=[CH:11][C:10]1=[O:31].C([N:34](CC)CC)C.N. The catalyst is CN1C(=O)CCC1.CCOC(C)=O. The product is [NH2:34][C:16]1[N:17]=[C:18]([C:19]2[CH:24]=[CH:23][C:22]([F:25])=[CH:21][C:20]=2[CH3:26])[C:13]2[CH:12]=[CH:11][C:10](=[O:31])[N:9]([C:3]3[C:2]([F:1])=[CH:7][CH:6]=[CH:5][C:4]=3[F:8])[C:14]=2[N:15]=1. The yield is 0.430. (6) The reactants are [H-].[Na+].[C:3]([CH2:5][C:6]1[CH:11]=[C:10]([F:12])[C:9]([C:13]2[N:18]=[C:17]([C:19]([O:21][CH3:22])=[O:20])[CH:16]=[CH:15][C:14]=2[F:23])=[C:8]([F:24])[CH:7]=1)#[N:4].Br[CH2:26][CH2:27][O:28][CH2:29][CH2:30]Br. The catalyst is CS(C)=O.O. The product is [C:3]([C:5]1([C:6]2[CH:11]=[C:10]([F:12])[C:9]([C:13]3[N:18]=[C:17]([C:19]([O:21][CH3:22])=[O:20])[CH:16]=[CH:15][C:14]=3[F:23])=[C:8]([F:24])[CH:7]=2)[CH2:30][CH2:29][O:28][CH2:27][CH2:26]1)#[N:4]. The yield is 0.150.